Regression/Classification. Given a drug SMILES string, predict its absorption, distribution, metabolism, or excretion properties. Task type varies by dataset: regression for continuous measurements (e.g., permeability, clearance, half-life) or binary classification for categorical outcomes (e.g., BBB penetration, CYP inhibition). Dataset: cyp3a4_veith. From a dataset of CYP3A4 inhibition data for predicting drug metabolism from PubChem BioAssay. (1) The molecule is Cc1ccc2nc(-c3cccnc3)oc2c1. The result is 1 (inhibitor). (2) The compound is CCCn1cnc2c1c(=O)n(CCCCC(C)=O)c(=O)n2C. The result is 0 (non-inhibitor).